Dataset: NCI-60 drug combinations with 297,098 pairs across 59 cell lines. Task: Regression. Given two drug SMILES strings and cell line genomic features, predict the synergy score measuring deviation from expected non-interaction effect. (1) Drug 1: CC12CCC3C(C1CCC2O)C(CC4=C3C=CC(=C4)O)CCCCCCCCCS(=O)CCCC(C(F)(F)F)(F)F. Drug 2: CC12CCC3C(C1CCC2OP(=O)(O)O)CCC4=C3C=CC(=C4)OC(=O)N(CCCl)CCCl.[Na+]. Cell line: SK-MEL-5. Synergy scores: CSS=3.97, Synergy_ZIP=-1.84, Synergy_Bliss=0.590, Synergy_Loewe=-1.52, Synergy_HSA=-0.521. (2) Drug 1: C1CCC(C1)C(CC#N)N2C=C(C=N2)C3=C4C=CNC4=NC=N3. Drug 2: CC(C1=C(C=CC(=C1Cl)F)Cl)OC2=C(N=CC(=C2)C3=CN(N=C3)C4CCNCC4)N. Cell line: PC-3. Synergy scores: CSS=-1.25, Synergy_ZIP=-0.705, Synergy_Bliss=-0.487, Synergy_Loewe=-9.07, Synergy_HSA=-2.08.